Dataset: Reaction yield outcomes from USPTO patents with 853,638 reactions. Task: Predict the reaction yield, written as a fraction of the theoretical maximum amount of product (1.0 means a 100% yield; for example, 0.34 means a 34% yield). The reactants are [CH2:1]1[O:10][C:4]([CH2:6][CH2:7][CH2:8]Cl)([CH3:5])[O:3][CH2:2]1.[F:11][C:12]([F:42])([F:41])[C:13]1[CH:14]=[C:15]([CH:34]=[C:35]([C:37]([F:40])([F:39])[F:38])[CH:36]=1)[C:16]([N:18]1[CH2:23][CH2:22][NH:21][CH2:20][C@H:19]1[CH2:24][C:25]1[C:33]2[C:28](=[CH:29][CH:30]=[CH:31][CH:32]=2)[NH:27][CH:26]=1)=[O:17].C(N(C(C)C)CC)(C)C.CN(C)C=O. The catalyst is O. The yield is 0.400. The product is [F:40][C:37]([F:38])([F:39])[C:35]1[CH:34]=[C:15]([CH:14]=[C:13]([C:12]([F:11])([F:41])[F:42])[CH:36]=1)[C:16]([N:18]1[CH2:23][CH2:22][N:21]([CH2:8][CH2:7][CH2:6][C:4]2([CH3:5])[O:10][CH2:1][CH2:2][O:3]2)[CH2:20][C@H:19]1[CH2:24][C:25]1[C:33]2[C:28](=[CH:29][CH:30]=[CH:31][CH:32]=2)[NH:27][CH:26]=1)=[O:17].